Dataset: Forward reaction prediction with 1.9M reactions from USPTO patents (1976-2016). Task: Predict the product of the given reaction. (1) Given the reactants [Cl:1][C:2]1[CH:23]=[CH:22][C:5]([CH2:6][N:7]2[C:16]3[C:11](=[CH:12][C:13]([F:18])=[C:14](F)[CH:15]=3)[C:10](=[O:19])[C:9]([C:20]#[N:21])=[CH:8]2)=[CH:4][CH:3]=1.[NH:24]1[CH2:29][CH2:28][NH:27][CH2:26][CH2:25]1, predict the reaction product. The product is: [Cl:1][C:2]1[CH:23]=[CH:22][C:5]([CH2:6][N:7]2[C:16]3[C:11](=[CH:12][C:13]([F:18])=[C:14]([N:24]4[CH2:29][CH2:28][NH:27][CH2:26][CH2:25]4)[CH:15]=3)[C:10](=[O:19])[C:9]([C:20]#[N:21])=[CH:8]2)=[CH:4][CH:3]=1. (2) Given the reactants [C:1]([O:5][C:6]([NH:8][C:9]1[S:10][CH:11]=[C:12]([C:14]([OH:16])=O)[N:13]=1)=[O:7])([CH3:4])([CH3:3])[CH3:2].ClC1N=C(OC)N=C(OC)N=1.CN1CCOCC1.Cl.[CH3:36][NH:37][O:38][CH3:39].C(N(CC)CC)C, predict the reaction product. The product is: [C:1]([O:5][C:6](=[O:7])[NH:8][C:9]1[S:10][CH:11]=[C:12]([C:14](=[O:16])[N:37]([O:38][CH3:39])[CH3:36])[N:13]=1)([CH3:2])([CH3:3])[CH3:4]. (3) Given the reactants [CH:1]([O:4][C:5]1[CH:12]=[CH:11][C:8]([CH:9]=O)=[CH:7][CH:6]=1)([CH3:3])[CH3:2].[NH2:13][C:14]1[N:15]=[N:16][C:17]([CH3:20])=[CH:18][CH:19]=1.C([O:23][C:24](=O)[C:25]([OH:37])=[CH:26][C:27]([C:29]1[CH:34]=[CH:33][C:32]([O:35][CH3:36])=[CH:31][CH:30]=1)=[O:28])C, predict the reaction product. The product is: [OH:37][C:25]1[C:24](=[O:23])[N:13]([C:14]2[N:15]=[N:16][C:17]([CH3:20])=[CH:18][CH:19]=2)[CH:9]([C:8]2[CH:11]=[CH:12][C:5]([O:4][CH:1]([CH3:3])[CH3:2])=[CH:6][CH:7]=2)[C:26]=1[C:27](=[O:28])[C:29]1[CH:34]=[CH:33][C:32]([O:35][CH3:36])=[CH:31][CH:30]=1. (4) Given the reactants [NH2:1][C:2]1[CH:3]=[N:4][N:5]([CH:22]2[CH2:24][CH2:23]2)[C:6]=1[N:7]1[CH2:13][CH2:12][CH:11]([F:14])[CH:10]([NH:15]C(=O)C(F)(F)F)[CH2:9][CH2:8]1.C(OC([NH:32][C:33]1[S:37][C:36]([C:38]2[CH:43]=[C:42]([F:44])[CH:41]=[CH:40][C:39]=2[F:45])=[N:35][C:34]=1[C:46](O)=[O:47])=O)(C)(C)C, predict the reaction product. The product is: [NH2:32][C:33]1[S:37][C:36]([C:38]2[CH:43]=[C:42]([F:44])[CH:41]=[CH:40][C:39]=2[F:45])=[N:35][C:34]=1[C:46]([NH:1][C:2]1[CH:3]=[N:4][N:5]([CH:22]2[CH2:23][CH2:24]2)[C:6]=1[N:7]1[CH2:13][CH2:12][C@H:11]([F:14])[C@@H:10]([NH2:15])[CH2:9][CH2:8]1)=[O:47].